This data is from Full USPTO retrosynthesis dataset with 1.9M reactions from patents (1976-2016). The task is: Predict the reactants needed to synthesize the given product. (1) The reactants are: C([O:3][C:4](=[O:31])[CH2:5][S:6][C:7]1[S:11][C:10]([NH:12][C:13]([N:15]([CH2:24][CH:25]2C[CH2:29][CH2:28][CH2:27][CH2:26]2)[C:16]2[CH:21]=[CH:20][C:19]([O:22][CH3:23])=[CH:18][CH:17]=2)=[O:14])=[N:9][CH:8]=1)C.C1(CN(C2C=CC(S(C)(=O)=O)=CC=2)C(=O)NC2SC=C(CC(O)=O)N=2)CCCC1.CN(CC1CCCCC1)C1C=CC(OC)=CC=1.C(OC(=O)CSC1SC(N)=NC=1)C. Given the product [CH:25]1([CH2:24][N:15]([C:16]2[CH:17]=[CH:18][C:19]([O:22][CH3:23])=[CH:20][CH:21]=2)[C:13](=[O:14])[NH:12][C:10]2[S:11][C:7]([S:6][CH2:5][C:4]([OH:3])=[O:31])=[CH:8][N:9]=2)[CH2:26][CH2:27][CH2:28][CH2:29]1, predict the reactants needed to synthesize it. (2) Given the product [CH3:13][O:12][C:9]1[CH:10]=[C:11]2[C:6](=[CH:7][C:8]=1[O:14][CH3:15])[N:5]=[CH:4][N:3]=[C:2]2[N:26]1[CH2:27][CH2:28][CH:24]([NH:23][C:21]([NH:58][C:55]2[CH:54]=[CH:53][C:52]([O:45][C:46]3[CH:51]=[CH:50][CH:49]=[CH:48][CH:47]=3)=[CH:57][CH:56]=2)=[O:22])[CH2:25]1, predict the reactants needed to synthesize it. The reactants are: Cl[C:2]1[C:11]2[C:6](=[CH:7][C:8]([O:14][CH3:15])=[C:9]([O:12][CH3:13])[CH:10]=2)[N:5]=[CH:4][N:3]=1.C(O[C:21]([NH:23][CH:24]1[CH2:28][CH2:27][NH:26][CH2:25]1)=[O:22])(C)(C)C.CCN(C(C)C)C(C)C.C(O)(C(F)(F)F)=O.[O:45]([C:52]1[CH:57]=[CH:56][C:55]([N:58]=C=O)=[CH:54][CH:53]=1)[C:46]1[CH:51]=[CH:50][CH:49]=[CH:48][CH:47]=1. (3) Given the product [CH2:19]([CH:8]1[C@@H:9]([OH:15])[C@@H:10]([OH:11])[C@H:5]([OH:4])[C@@H:6]([CH2:22][OH:23])[O:7]1)[CH:20]=[CH2:21], predict the reactants needed to synthesize it. The reactants are: C([O:4][C@H:5]1[C@H:10]([O:11]C(=O)C)[C@H:9]([O:15]C(=O)C)[CH:8]([CH2:19][CH:20]=[CH2:21])[O:7][C@@H:6]1[CH2:22][O:23]C(=O)C)(=O)C.CO[Na].